From a dataset of Catalyst prediction with 721,799 reactions and 888 catalyst types from USPTO. Predict which catalyst facilitates the given reaction. (1) Reactant: [Si:1]([O:8]CC(OCC)=O)([C:4]([CH3:7])([CH3:6])[CH3:5])([CH3:3])[CH3:2].Cl[C:16]1C=CC=CC=1C=O.NC1C=CNN=1.[Cl:30][C:31]1[CH:36]=[CH:35][CH:34]=[CH:33][C:32]=1[CH:37]1[C:42]([C:43]#[N:44])=[C:41]([CH2:45][O:46][Si](C(C)(C)C)(C)C)[NH:40][C:39]2=[N:54][NH:55][CH:56]=[C:38]12.[F-].C([N+](CCCC)(CCCC)CCCC)CCC. Product: [Cl:30][C:31]1[CH:36]=[CH:35][CH:34]=[CH:33][C:32]=1[CH:37]1[C:42]([C:43]#[N:44])=[C:41]([O:8][Si:1]([C:4]([CH3:7])([CH3:6])[CH3:5])([CH3:3])[CH3:2])[NH:40][C:39]2=[N:54][N:55]([CH3:16])[CH:56]=[C:38]12.[Cl:30][C:31]1[CH:36]=[CH:35][CH:34]=[CH:33][C:32]=1[CH:37]1[C:42]([C:43]#[N:44])=[C:41]([CH2:45][OH:46])[NH:40][C:39]2=[N:54][NH:55][CH:56]=[C:38]12. The catalyst class is: 54. (2) Reactant: C([N:8]([C@@H](C1C=CC=CC=1)C)[C@@H:9]1[CH2:13][CH2:12][CH2:11][C@:10]1([CH2:18][OH:19])[C:14]([O:16][CH3:17])=[O:15])C1C=CC=CC=1.C(O)=O. Product: [NH2:8][C@@H:9]1[CH2:13][CH2:12][CH2:11][C@:10]1([CH2:18][OH:19])[C:14]([O:16][CH3:17])=[O:15]. The catalyst class is: 19. (3) Reactant: [CH3:1][O:2][C:3]1[CH:4]=[C:5]([CH:13]=[CH:14][CH:15]=1)[NH:6][C:7]1[CH:12]=[CH:11][CH:10]=[CH:9][CH:8]=1.N1C=CC=CC=1.[Cl:22][C:23](Cl)([O:25]C(=O)OC(Cl)(Cl)Cl)Cl. Product: [CH3:1][O:2][C:3]1[CH:4]=[C:5]([N:6]([C:7]2[CH:12]=[CH:11][CH:10]=[CH:9][CH:8]=2)[C:23]([Cl:22])=[O:25])[CH:13]=[CH:14][CH:15]=1. The catalyst class is: 2. (4) Reactant: [C:1]([O:5][C:6]([N:8]1[CH2:12][CH2:11][C@@H:10]([O:13][CH3:14])[C@H:9]1[C:15]([OH:17])=O)=[O:7])([CH3:4])([CH3:3])[CH3:2].[Cl:18][C:19]1[C:20]([F:27])=[C:21]([CH2:25][NH2:26])[CH:22]=[CH:23][CH:24]=1.CN(C(ON1N=NC2C=CC=CC1=2)=[N+](C)C)C.F[P-](F)(F)(F)(F)F.CCN(C(C)C)C(C)C. Product: [C:1]([O:5][C:6]([N:8]1[CH2:12][CH2:11][C@@H:10]([O:13][CH3:14])[C@H:9]1[C:15](=[O:17])[NH:26][CH2:25][C:21]1[CH:22]=[CH:23][CH:24]=[C:19]([Cl:18])[C:20]=1[F:27])=[O:7])([CH3:2])([CH3:3])[CH3:4]. The catalyst class is: 2. (5) Reactant: [CH2:1]([N:5]1[C:13]2[C:8](=[CH:9][C:10]([N+:14]([O-])=O)=[CH:11][CH:12]=2)[C:7](=[O:17])[NH:6]1)[CH:2]([CH3:4])[CH3:3]. Product: [NH2:14][C:10]1[CH:9]=[C:8]2[C:13](=[CH:12][CH:11]=1)[N:5]([CH2:1][CH:2]([CH3:3])[CH3:4])[NH:6][C:7]2=[O:17]. The catalyst class is: 19.